From a dataset of Full USPTO retrosynthesis dataset with 1.9M reactions from patents (1976-2016). Predict the reactants needed to synthesize the given product. (1) Given the product [CH3:41][O:42][C:43](=[O:44])[C:2]1[CH:3]=[CH:4][C:5]([CH3:32])=[C:6]([C:8]2[CH:13]=[CH:12][N:11]=[CH:10][C:9]=2[N:14]([C:15](=[O:30])[C:16]2[CH:21]=[C:20]([C:22]([F:25])([F:23])[F:24])[CH:19]=[C:18]([C:26]([F:29])([F:27])[F:28])[CH:17]=2)[CH3:31])[CH:7]=1, predict the reactants needed to synthesize it. The reactants are: Cl[C:2]1[CH:3]=[CH:4][C:5]([CH3:32])=[C:6]([C:8]2[CH:13]=[CH:12][N:11]=[CH:10][C:9]=2[N:14]([CH3:31])[C:15](=[O:30])[C:16]2[CH:21]=[C:20]([C:22]([F:25])([F:24])[F:23])[CH:19]=[C:18]([C:26]([F:29])([F:28])[F:27])[CH:17]=2)[CH:7]=1.CCN(CC)CC.C[CH2:41][O:42][C:43](C)=[O:44]. (2) Given the product [CH2:38]([O:37][C:35](=[O:36])[NH:2][C:3]1[CH:4]=[C:5]2[C:9](=[CH:10][CH:11]=1)[N:8]([C:12]1[CH:13]=[CH:14][C:15]([NH:18][C:19]([N:21]([C:23]3[CH:28]=[CH:27][C:26]([Cl:29])=[C:25]([C:30]([F:33])([F:32])[F:31])[CH:24]=3)[OH:22])=[O:20])=[CH:16][CH:17]=1)[CH:7]=[CH:6]2)[CH2:39][CH2:40][CH2:41][CH2:42][CH2:43][CH2:44][CH2:45][CH2:46][CH3:47], predict the reactants needed to synthesize it. The reactants are: Cl.[NH2:2][C:3]1[CH:4]=[C:5]2[C:9](=[CH:10][CH:11]=1)[N:8]([C:12]1[CH:17]=[CH:16][C:15]([NH:18][C:19]([N:21]([C:23]3[CH:28]=[CH:27][C:26]([Cl:29])=[C:25]([C:30]([F:33])([F:32])[F:31])[CH:24]=3)[OH:22])=[O:20])=[CH:14][CH:13]=1)[CH:7]=[CH:6]2.Cl[C:35]([O:37][CH2:38][CH2:39][CH2:40][CH2:41][CH2:42][CH2:43][CH2:44][CH2:45][CH2:46][CH3:47])=[O:36].